From a dataset of Reaction yield outcomes from USPTO patents with 853,638 reactions. Predict the reaction yield, written as a fraction of the theoretical maximum amount of product (1.0 means a 100% yield; for example, 0.34 means a 34% yield). The reactants are [CH2:1]([O:3][C@@H:4]([CH2:10][C:11]1[CH:16]=[CH:15][C:14]([OH:17])=[CH:13][CH:12]=1)[C:5]([O:7][CH2:8][CH3:9])=[O:6])[CH3:2].C(=O)([O-])[O-].[K+].[K+].Br[CH2:25][C:26]([O:28][CH2:29][C:30]1[CH:35]=[CH:34][CH:33]=[CH:32][CH:31]=1)=[O:27]. The catalyst is C(#N)C. The product is [CH2:29]([O:28][C:26](=[O:27])[CH2:25][O:17][C:14]1[CH:13]=[CH:12][C:11]([CH2:10][C@H:4]([O:3][CH2:1][CH3:2])[C:5]([O:7][CH2:8][CH3:9])=[O:6])=[CH:16][CH:15]=1)[C:30]1[CH:35]=[CH:34][CH:33]=[CH:32][CH:31]=1. The yield is 0.580.